Task: Predict the product of the given reaction.. Dataset: Forward reaction prediction with 1.9M reactions from USPTO patents (1976-2016) Given the reactants Cl.[NH2:2][C:3]1[CH:4]=[C:5]([CH:21]=[CH:22][CH:23]=1)[CH2:6][NH:7][C:8]1[C:17]2[C:12](=[C:13]([C:18]([NH2:20])=[O:19])[CH:14]=[CH:15][CH:16]=2)[N:11]=[CH:10][N:9]=1.Br[C:25]1[N:30]=[CH:29][C:28]([CH2:31][C:32]#[N:33])=[CH:27][CH:26]=1, predict the reaction product. The product is: [C:32]([CH2:31][C:28]1[CH:27]=[CH:26][C:25]([NH:2][C:3]2[CH:4]=[C:5]([CH:21]=[CH:22][CH:23]=2)[CH2:6][NH:7][C:8]2[C:17]3[C:12](=[C:13]([C:18]([NH2:20])=[O:19])[CH:14]=[CH:15][CH:16]=3)[N:11]=[CH:10][N:9]=2)=[N:30][CH:29]=1)#[N:33].